This data is from Full USPTO retrosynthesis dataset with 1.9M reactions from patents (1976-2016). The task is: Predict the reactants needed to synthesize the given product. Given the product [C@@H:30]1([O:29][CH2:28][CH2:27][N:14]([CH2:13][CH2:12][O:11][C@@H:1]2[O:9][C@@H:8]([CH3:10])[C@@H:6]([OH:7])[C@@H:4]([OH:5])[C@@H:2]2[OH:3])[CH2:15][C:16]([NH:18][CH2:19][CH2:20][CH2:21][CH2:22][CH2:23][C:24]([O:26][N:53]2[C:58](=[O:59])[CH2:57][CH2:56][C:54]2=[O:55])=[O:25])=[O:17])[O:38][C@@H:37]([CH3:39])[C@@H:35]([OH:36])[C@@H:33]([OH:34])[C@@H:31]1[OH:32], predict the reactants needed to synthesize it. The reactants are: [C@@H:1]1([O:11][CH2:12][CH2:13][N:14]([CH2:27][CH2:28][O:29][C@@H:30]2[O:38][C@@H:37]([CH3:39])[C@@H:35]([OH:36])[C@@H:33]([OH:34])[C@@H:31]2[OH:32])[CH2:15][C:16]([NH:18][CH2:19][CH2:20][CH2:21][CH2:22][CH2:23][C:24]([OH:26])=[O:25])=[O:17])[O:9][C@@H:8]([CH3:10])[C@@H:6]([OH:7])[C@@H:4]([OH:5])[C@@H:2]1[OH:3].[B-](F)(F)(F)F.CN(C(O[N:53]1[C:58](=[O:59])[CH2:57][CH2:56][C:54]1=[O:55])=[N+](C)C)C.CCN(C(C)C)C(C)C.CCOC(C)=O.CO.C(#N)C.O.